From a dataset of Full USPTO retrosynthesis dataset with 1.9M reactions from patents (1976-2016). Predict the reactants needed to synthesize the given product. (1) Given the product [CH3:19][O:20][C:21](=[O:30])[C:22]1[CH:27]=[CH:26][CH:25]=[CH:24][CH:23]=1, predict the reactants needed to synthesize it. The reactants are: CC1C(=O)NC(=O)N2C=CSC=12.C(=O)([O-])[O-].[Cs+].[Cs+].[CH3:19][O:20][C:21](=[O:30])[C:22]1[CH:27]=[CH:26][C:25](CBr)=[CH:24][CH:23]=1. (2) Given the product [F:16][C:17]1[CH:22]=[CH:21][C:20]2[NH:23][C:6]3[CH2:5][CH2:4][NH:3][C:2](=[O:1])[C:7]=3[C:19]=2[CH:18]=1, predict the reactants needed to synthesize it. The reactants are: [O:1]=[C:2]1[CH2:7][C:6](=O)[CH2:5][CH2:4][N:3]1C(OC(C)(C)C)=O.[F:16][C:17]1[CH:22]=[CH:21][C:20]([NH:23]N)=[CH:19][CH:18]=1.OS(O)(=O)=O. (3) Given the product [CH2:17]([C:14]1([CH3:16])[O:13][N:12]=[C:11]([S:8]([CH:1]([F:29])[C:2]2[CH:3]=[CH:4][CH:5]=[CH:6][CH:7]=2)(=[O:9])=[O:10])[CH2:15]1)[CH3:18], predict the reactants needed to synthesize it. The reactants are: [CH2:1]([S:8]([C:11]1[CH2:15][C:14]([CH2:17][CH3:18])([CH3:16])[O:13][N:12]=1)(=[O:10])=[O:9])[C:2]1[CH:7]=[CH:6][CH:5]=[CH:4][CH:3]=1.C1C=CC(S(N(S(C2C=CC=CC=2)(=O)=O)[F:29])(=O)=O)=CC=1.CC(C)([O-])C.[K+]. (4) Given the product [Cl:13][C:14]1[CH:15]=[C:16]([CH:17]=[CH:18][CH:19]=1)[CH2:20][C:22]1([C:26]([C:2]2[CH:7]=[CH:6][CH:5]=[CH:4][N:3]=2)=[O:28])[CH2:25][CH2:24][CH2:23]1, predict the reactants needed to synthesize it. The reactants are: Br[C:2]1[CH:7]=[CH:6][CH:5]=[CH:4][N:3]=1.[Li]CCCC.[Cl:13][C:14]1[CH:15]=[C:16]([CH:20]([C:22]2([C:26]#N)[CH2:25][CH2:24][CH2:23]2)C)[CH:17]=[CH:18][CH:19]=1.[OH:28]S(O)(=O)=O.